Dataset: Reaction yield outcomes from USPTO patents with 853,638 reactions. Task: Predict the reaction yield, written as a fraction of the theoretical maximum amount of product (1.0 means a 100% yield; for example, 0.34 means a 34% yield). (1) The reactants are Cl.[CH:2]([C:5]1[O:9][N:8]=[C:7]([CH:10]2[CH2:15][CH2:14][NH:13][CH2:12][CH2:11]2)[N:6]=1)([CH3:4])[CH3:3].C1(C)C=CC=CC=1.C(=O)([O-])[O-].[K+].[K+].[Br:29][C:30]1[CH:31]=[N:32][C:33](Cl)=[C:34]([CH:37]=1)[C:35]#[N:36]. The catalyst is CN(C)C=O. The product is [Br:29][C:30]1[CH:31]=[N:32][C:33]([N:13]2[CH2:14][CH2:15][CH:10]([C:7]3[N:6]=[C:5]([CH:2]([CH3:4])[CH3:3])[O:9][N:8]=3)[CH2:11][CH2:12]2)=[C:34]([CH:37]=1)[C:35]#[N:36]. The yield is 0.405. (2) The reactants are [OH:1][C:2]1[CH:24]=[CH:23][CH:22]=[CH:21][C:3]=1[CH2:4][NH:5][CH2:6][CH2:7][NH:8][C@H:9]([C:14]([O:16][C:17]([CH3:20])([CH3:19])[CH3:18])=[O:15])[C:10]([CH3:13])([CH3:12])[CH3:11].[C:25](=O)(ON1C(=O)CCC1=O)[O:26]N1C(=O)CCC1=O.C(N(CC)CC)C. The catalyst is ClC(Cl)C. The product is [OH:1][C:2]1[CH:24]=[CH:23][CH:22]=[CH:21][C:3]=1[CH2:4][N:5]1[CH2:6][CH2:7][N:8]([C@@H:9]([C:10]([CH3:13])([CH3:12])[CH3:11])[C:14]([O:16][C:17]([CH3:18])([CH3:20])[CH3:19])=[O:15])[C:25]1=[O:26]. The yield is 0.670. (3) The reactants are [N+:1]([C:4]1[CH:5]=[C:6]([CH:10]=[CH:11][C:12]=1[NH:13][CH3:14])[C:7]([OH:9])=[O:8])([O-])=O.N#N. The catalyst is [Pd].C(O)C. The product is [NH2:1][C:4]1[CH:5]=[C:6]([CH:10]=[CH:11][C:12]=1[NH:13][CH3:14])[C:7]([OH:9])=[O:8]. The yield is 0.610. (4) The reactants are [C:1]([O:5][C:6](=[O:23])[C:7]([S:10][C:11]1[CH:12]=[C:13]2[C:17](=[CH:18][CH:19]=1)[CH2:16][CH:15]([NH:20][CH2:21][CH3:22])[CH2:14]2)([CH3:9])[CH3:8])([CH3:4])([CH3:3])[CH3:2].[F:24][C:25]([F:37])([F:36])[O:26][C:27]1[CH:32]=[CH:31][C:30]([N:33]=[C:34]=[O:35])=[CH:29][CH:28]=1. The product is [C:1]([O:5][C:6](=[O:23])[C:7]([S:10][C:11]1[CH:12]=[C:13]2[C:17](=[CH:18][CH:19]=1)[CH2:16][CH:15]([N:20]([CH2:21][CH3:22])[C:34]([NH:33][C:30]1[CH:31]=[CH:32][C:27]([O:26][C:25]([F:24])([F:36])[F:37])=[CH:28][CH:29]=1)=[O:35])[CH2:14]2)([CH3:9])[CH3:8])([CH3:2])([CH3:3])[CH3:4]. The yield is 0.620. The catalyst is C(Cl)Cl. (5) The reactants are [C:1]1([C:7]2([CH3:24])[CH2:12][N:11]([CH2:13][CH:14]([OH:21])[C:15]3[CH:20]=[CH:19][CH:18]=[CH:17][CH:16]=3)[C:10](=[O:22])[N:9]([CH3:23])[CH2:8]2)[CH2:6][CH2:5][CH2:4][CH2:3][CH:2]=1.CN(C=O)C.[Cr](O[Cr]([O-])(=O)=O)([O-])(=O)=O.[NH+]1C=CC=CC=1.[NH+]1C=CC=CC=1. The catalyst is C(Cl)Cl.O. The product is [C:1]1([C:7]2([CH3:24])[CH2:8][N:9]([CH3:23])[C:10](=[O:22])[N:11]([CH2:13][C:14](=[O:21])[C:15]3[CH:16]=[CH:17][CH:18]=[CH:19][CH:20]=3)[CH2:12]2)[CH2:6][CH2:5][CH2:4][CH2:3][CH:2]=1. The yield is 0.510. (6) The catalyst is O1CCOCC1.CCOC(C)=O.C1C=CC([P]([Pd]([P](C2C=CC=CC=2)(C2C=CC=CC=2)C2C=CC=CC=2)([P](C2C=CC=CC=2)(C2C=CC=CC=2)C2C=CC=CC=2)[P](C2C=CC=CC=2)(C2C=CC=CC=2)C2C=CC=CC=2)(C2C=CC=CC=2)C2C=CC=CC=2)=CC=1. The product is [CH:38]1([CH2:37][N:34]2[CH:35]=[CH:36][C:31]([C:6]3[CH:5]=[CH:4][C:3]([NH:17][CH:18]4[CH2:19][CH2:20][O:21][CH2:22][CH2:23]4)=[C:2]([F:1])[CH:7]=3)=[C:32]([C:42]#[N:43])[C:33]2=[O:41])[CH2:39][CH2:40]1. The yield is 0.300. The reactants are [F:1][C:2]1[CH:7]=[C:6](B2OC(C)(C)C(C)(C)O2)[CH:5]=[CH:4][C:3]=1[NH:17][CH:18]1[CH2:23][CH2:22][O:21][CH2:20][CH2:19]1.C([O-])([O-])=O.[Na+].[Na+].Br[C:31]1[CH:36]=[CH:35][N:34]([CH2:37][CH:38]2[CH2:40][CH2:39]2)[C:33](=[O:41])[C:32]=1[C:42]#[N:43]. (7) The reactants are [F:1][C:2]1[CH:3]=[C:4]([NH:9][C:10]([NH2:12])=[S:11])[CH:5]=[C:6]([F:8])[CH:7]=1.BrBr. The catalyst is ClCCCl. The product is [F:1][C:2]1[CH:7]=[C:6]([F:8])[C:5]2[S:11][C:10]([NH2:12])=[N:9][C:4]=2[CH:3]=1. The yield is 0.900.